This data is from Forward reaction prediction with 1.9M reactions from USPTO patents (1976-2016). The task is: Predict the product of the given reaction. (1) Given the reactants [C:1]([CH2:3][C:4](O)=[O:5])#[N:2].C(Cl)(=O)C(Cl)=O.[I:13][C:14]1[CH:28]=[CH:27][C:17]([NH:18][CH2:19][C:20]([CH3:26])([CH3:25])[C:21]([O:23][CH3:24])=[O:22])=[CH:16][CH:15]=1.C(N(C(C)C)CC)(C)C, predict the reaction product. The product is: [C:1]([CH2:3][C:4]([N:18]([CH2:19][C:20]([CH3:25])([CH3:26])[C:21]([O:23][CH3:24])=[O:22])[C:17]1[CH:16]=[CH:15][C:14]([I:13])=[CH:28][CH:27]=1)=[O:5])#[N:2]. (2) Given the reactants [F:1][C:2]1[CH:7]=[CH:6][C:5]([CH:8]([NH:21]C(=O)OC(C)(C)C)[CH:9]([OH:20])[C:10]2[CH:11]=[CH:12][CH:13]=[C:14]3[C:19]=2[N:18]=[CH:17][CH:16]=[CH:15]3)=[CH:4][CH:3]=1.Cl, predict the reaction product. The product is: [NH2:21][CH:8]([C:5]1[CH:4]=[CH:3][C:2]([F:1])=[CH:7][CH:6]=1)[CH:9]([C:10]1[CH:11]=[CH:12][CH:13]=[C:14]2[C:19]=1[N:18]=[CH:17][CH:16]=[CH:15]2)[OH:20]. (3) Given the reactants [O:1]=[C:2]1[CH2:6][CH2:5][CH:4]([C:7]2[C:15]3[C:10](=[CH:11][CH:12]=[C:13]([C:16]#[N:17])[CH:14]=3)[NH:9][CH:8]=2)[CH2:3]1.[H-].[Na+].[CH3:20]S(C)=O, predict the reaction product. The product is: [CH3:20][N:9]1[C:10]2[C:15](=[CH:14][C:13]([C:16]#[N:17])=[CH:12][CH:11]=2)[C:7]([CH:4]2[CH2:5][CH2:6][C:2](=[O:1])[CH2:3]2)=[CH:8]1. (4) Given the reactants Cl[C:2]1[C:7]([C:8]#[N:9])=[CH:6][CH:5]=[CH:4][N:3]=1.C(=O)([O-])[O-].[K+].[K+].[NH2:16][CH2:17][CH2:18][NH:19][C:20](=[O:26])[O:21][C:22]([CH3:25])(C)C.O1CCO[CH2:29][CH2:28]1, predict the reaction product. The product is: [C:8]([C:7]1[C:2]([NH:16][CH2:17][CH2:18][NH:19][C:20]([O:21][CH2:22][CH2:25][CH2:28][CH3:29])=[O:26])=[N:3][CH:4]=[CH:5][CH:6]=1)#[N:9]. (5) Given the reactants [C:1]([O:4][O-:5])([O-:3])=[O:2].[Na+:6].[Na+].[C:8](=[O:11])([O-:10])[O-:9].[Na+].[Na+].[OH:14][OH:15], predict the reaction product. The product is: [C:1]([O-:4])([O-:3])=[O:2].[C:8]([O-:11])([O-:10])=[O:9].[OH:14][OH:15].[OH:4][OH:5].[OH:4][OH:5].[Na+:6].[Na+:6].[Na+:6].[Na+:6]. (6) Given the reactants C(NC(C)C)(C)C.C([Li])CCC.[C:13]([Si:17]([O:20][C:21]1[CH:26]=[CH:25][C:24]([F:27])=[CH:23][C:22]=1[O:28][CH3:29])([CH3:19])[CH3:18])([CH3:16])([CH3:15])[CH3:14].[C:30](O[C:30]([O:32][C:33]([CH3:36])([CH3:35])[CH3:34])=[O:31])([O:32][C:33]([CH3:36])([CH3:35])[CH3:34])=[O:31], predict the reaction product. The product is: [C:33]([O:32][C:30](=[O:31])[C:23]1[C:24]([F:27])=[CH:25][CH:26]=[C:21]([O:20][Si:17]([C:13]([CH3:16])([CH3:15])[CH3:14])([CH3:19])[CH3:18])[C:22]=1[O:28][CH3:29])([CH3:36])([CH3:35])[CH3:34]. (7) Given the reactants [F:1][C:2]1[CH:3]=[CH:4][C:5]([CH3:36])=[C:6]([CH:35]=1)[O:7][CH2:8][C:9]1[C:10]([C:23]2[CH:28]=[C:27]([C:29](OC)=[O:30])[CH:26]=[CH:25][C:24]=2[O:33][CH3:34])=[CH:11][CH:12]=[C:13]2[C:18]=1[N:17]([CH3:19])[C:16](=[O:20])[C:15]([CH3:22])([CH3:21])[NH:14]2.[H-].[Al+3].[Li+].[H-].[H-].[H-].C(OCC)(=O)C.O, predict the reaction product. The product is: [F:1][C:2]1[CH:3]=[CH:4][C:5]([CH3:36])=[C:6]([CH:35]=1)[O:7][CH2:8][C:9]1[C:10]([C:23]2[CH:28]=[C:27]([CH2:29][OH:30])[CH:26]=[CH:25][C:24]=2[O:33][CH3:34])=[CH:11][CH:12]=[C:13]2[C:18]=1[N:17]([CH3:19])[C:16](=[O:20])[C:15]([CH3:22])([CH3:21])[NH:14]2. (8) Given the reactants [Cl:1][C:2]1[CH:3]=[C:4]([C:9]2([C:22]([F:25])([F:24])[F:23])[O:13][N:12]=[C:11]([C:14]3[S:18][C:17]([CH:19]=O)=[C:16]([CH3:21])[CH:15]=3)[CH2:10]2)[CH:5]=[C:6]([Cl:8])[CH:7]=1.[C:26]([NH2:30])(=[O:29])[CH2:27][CH3:28].FC(F)(F)C(O)=O.C([SiH](CC)CC)C, predict the reaction product. The product is: [Cl:8][C:6]1[CH:5]=[C:4]([C:9]2([C:22]([F:24])([F:25])[F:23])[O:13][N:12]=[C:11]([C:14]3[S:18][C:17]([CH2:19][NH:30][C:26](=[O:29])[CH2:27][CH3:28])=[C:16]([CH3:21])[CH:15]=3)[CH2:10]2)[CH:3]=[C:2]([Cl:1])[CH:7]=1. (9) Given the reactants Br[C:2]1[CH:14]=[N:13][C:12]2[C:11]3[CH:10]=[CH:9][C:8]([S:15]([CH3:18])(=[O:17])=[O:16])=[CH:7][C:6]=3[N:5]([CH:19]([CH:26]3[CH2:31][CH2:30][C:29]([F:33])([F:32])[CH2:28][CH2:27]3)[C:20]3[CH:25]=[CH:24][CH:23]=[CH:22][CH:21]=3)[C:4]=2[CH:3]=1.[CH3:34][C:35]1[C:39](B2OC(C)(C)C(C)(C)O2)=[C:38]([CH3:49])[O:37][N:36]=1.P([O-])([O-])([O-])=O.[K+].[K+].[K+], predict the reaction product. The product is: [F:32][C:29]1([F:33])[CH2:28][CH2:27][CH:26]([CH:19]([C:20]2[CH:25]=[CH:24][CH:23]=[CH:22][CH:21]=2)[N:5]2[C:6]3[CH:7]=[C:8]([S:15]([CH3:18])(=[O:16])=[O:17])[CH:9]=[CH:10][C:11]=3[C:12]3[N:13]=[CH:14][C:2]([C:39]4[C:35]([CH3:34])=[N:36][O:37][C:38]=4[CH3:49])=[CH:3][C:4]2=3)[CH2:31][CH2:30]1.